From a dataset of Forward reaction prediction with 1.9M reactions from USPTO patents (1976-2016). Predict the product of the given reaction. (1) Given the reactants O(C1C=CC(C2C3C(=NC=NC=3N)NN=2)=CC=1)C1C=CC=CC=1.[NH2:24][C:25]1[N:30]=[CH:29][N:28]=[C:27]2[N:31]([C:47]3[CH:54]=[CH:53][C:50]([CH:51]=[O:52])=[CH:49][CH:48]=3)[N:32]=[C:33]([C:34]3[CH:39]=[CH:38][C:37]([O:40][C:41]4[CH:46]=[CH:45][CH:44]=[CH:43][CH:42]=4)=[CH:36][CH:35]=3)[C:26]=12.FC1C=CC(C=O)=CC=1.C(=O)([O-])[O-].[Cs+].[Cs+], predict the reaction product. The product is: [NH2:24][C:25]1[N:30]=[CH:29][N:28]=[C:27]2[N:31]([C:47]3[CH:48]=[CH:49][C:50]([CH:51]=[O:52])=[CH:53][CH:54]=3)[N:32]=[C:33]([C:34]3[CH:35]=[CH:36][C:37]([O:40][C:41]4[CH:46]=[CH:45][CH:44]=[CH:43][CH:42]=4)=[CH:38][CH:39]=3)[C:26]=12. (2) Given the reactants C(O)=O.OS([O-])(=O)=O.[K+].[Cl:10][C:11]1[CH:12]=[C:13]2[N:36](COCC[Si](C)(C)C)[C:35]([O:45][C@H:46]3[C@H:50]4[O:51][CH2:52][C@@H:53]([OH:54])[C@H:49]4[O:48][CH2:47]3)=[N:34][C:14]2=[N:15][C:16]=1[C:17]1[CH:22]=[CH:21][C:20]([C:23]2[CH:28]=[CH:27][C:26]([N:29]3[CH:33]=[N:32][CH:31]=[N:30]3)=[CH:25][CH:24]=2)=[CH:19][CH:18]=1.[OH-].[Na+], predict the reaction product. The product is: [Cl:10][C:11]1[CH:12]=[C:13]2[NH:36][C:35]([O:45][C@H:46]3[C@H:50]4[O:51][CH2:52][C@@H:53]([OH:54])[C@H:49]4[O:48][CH2:47]3)=[N:34][C:14]2=[N:15][C:16]=1[C:17]1[CH:18]=[CH:19][C:20]([C:23]2[CH:24]=[CH:25][C:26]([N:29]3[CH:33]=[N:32][CH:31]=[N:30]3)=[CH:27][CH:28]=2)=[CH:21][CH:22]=1. (3) The product is: [C:33]1([C:39]2[CH:44]=[C:43]([CH:45]3[CH2:46][CH2:47][N:48]([C:10](=[O:12])[CH2:9][CH2:8][N:2]4[CH2:3][CH2:4][O:5][CH2:6][CH2:7]4)[CH2:49][CH2:50]3)[CH:42]=[CH:41][C:40]=2[NH:51][C:52]([C:54]2[NH:55][CH:56]=[C:57]([C:59]#[N:60])[N:58]=2)=[O:53])[CH2:38][CH2:37][CH2:36][CH2:35][CH:34]=1. Given the reactants [K+].[N:2]1([CH2:8][CH2:9][C:10]([O-:12])=O)[CH2:7][CH2:6][O:5][CH2:4][CH2:3]1.C(OC(=O)CCN1CCOCC1)C.FC(F)(F)C(O)=O.[C:33]1([C:39]2[CH:44]=[C:43]([CH:45]3[CH2:50][CH2:49][NH:48][CH2:47][CH2:46]3)[CH:42]=[CH:41][C:40]=2[NH:51][C:52]([C:54]2[NH:55][CH:56]=[C:57]([C:59]#[N:60])[N:58]=2)=[O:53])[CH2:38][CH2:37][CH2:36][CH2:35][CH:34]=1.CCN=C=NCCCN(C)C.C1C=CC2N(O)N=NC=2C=1.CCN(CCO)CC, predict the reaction product. (4) Given the reactants [NH2:1][C:2]1[CH:7]=[CH:6][CH:5]=[CH:4][C:3]=1[CH:8]1[CH2:13][CH2:12][N:11]([CH:14]2[CH2:18][CH2:17][N:16]([C:19](=[O:32])[CH2:20][NH:21][C:22](=[O:31])[C:23]3[CH:28]=[CH:27][C:26]([Cl:29])=[C:25]([Cl:30])[CH:24]=3)[CH2:15]2)[CH2:10][CH2:9]1.C(N(CC)CC)C.[C:40](OC(=O)C)(=[O:42])[CH3:41], predict the reaction product. The product is: [C:40]([NH:1][C:2]1[CH:7]=[CH:6][CH:5]=[CH:4][C:3]=1[CH:8]1[CH2:9][CH2:10][N:11]([CH:14]2[CH2:18][CH2:17][N:16]([C:19](=[O:32])[CH2:20][NH:21][C:22](=[O:31])[C:23]3[CH:28]=[CH:27][C:26]([Cl:29])=[C:25]([Cl:30])[CH:24]=3)[CH2:15]2)[CH2:12][CH2:13]1)(=[O:42])[CH3:41]. (5) Given the reactants [I:1][C:2]1[C:10]2[C:5](=[CH:6][CH:7]=[C:8]([CH:11]=[O:12])[CH:9]=2)[NH:4][N:3]=1.[F:13][C:14]([F:28])([F:27])[C:15]1[CH:22]=[C:21]([C:23]([F:26])([F:25])[F:24])[CH:20]=[CH:19][C:16]=1[CH2:17]Br, predict the reaction product. The product is: [F:13][C:14]([F:27])([F:28])[C:15]1[CH:22]=[C:21]([C:23]([F:26])([F:24])[F:25])[CH:20]=[CH:19][C:16]=1[CH2:17][N:4]1[C:5]2[C:10](=[CH:9][C:8]([CH:11]=[O:12])=[CH:7][CH:6]=2)[C:2]([I:1])=[N:3]1. (6) The product is: [CH3:1][C@H:2]1[CH2:3][C@@H:4]([NH:6][C:7]([O:9][CH:10]([CH3:12])[CH3:11])=[O:8])[C:19]2[C:14](=[CH:15][CH:16]=[C:17]([N:20]3[CH:24]=[C:23]([C:25]([O:27][CH2:28][CH3:29])=[O:26])[N:22]=[CH:21]3)[CH:18]=2)[NH:13]1. Given the reactants [CH3:1][CH:2]([NH:13][C:14]1[CH:19]=[CH:18][C:17]([N:20]2[CH:24]=[C:23]([C:25]([O:27][CH2:28][CH3:29])=[O:26])[N:22]=[CH:21]2)=[CH:16][CH:15]=1)[CH2:3][C:4]([NH:6][C:7]([O:9][CH:10]([CH3:12])[CH3:11])=[O:8])=O.[BH4-].[Na+].[Cl-].[Mg+2].[Cl-].C(O)(=O)CC(CC(O)=O)(C(O)=O)O.Cl, predict the reaction product. (7) Given the reactants [O:1]1[CH2:6][CH2:5][CH:4]([C:7]([OH:9])=O)[CH2:3][CH2:2]1.S(Cl)(Cl)(=O)=O.[NH2:15][C:16]1[N:17]=[C:18]([C:24]([O:26][CH2:27][CH3:28])=[O:25])[N:19]([CH2:21][O:22][CH3:23])[CH:20]=1.C(N(CC)CC)C, predict the reaction product. The product is: [CH3:23][O:22][CH2:21][N:19]1[CH:20]=[C:16]([NH:15][C:7]([CH:4]2[CH2:3][CH2:2][O:1][CH2:6][CH2:5]2)=[O:9])[N:17]=[C:18]1[C:24]([O:26][CH2:27][CH3:28])=[O:25].